Predict which catalyst facilitates the given reaction. From a dataset of Catalyst prediction with 721,799 reactions and 888 catalyst types from USPTO. (1) Reactant: O[CH2:2][C:3]1[CH:12]=[N:11][C:10]2[N:9]3[CH2:13][CH2:14][CH2:15][C@H:8]3[C:7](=[O:16])[NH:6][C:5]=2[CH:4]=1.Cl.Cl.[F:19][C:20]1[CH:25]=[CH:24][C:23]([N:26]2[CH2:31][CH2:30][NH:29][CH2:28][CH2:27]2)=[C:22]([CH3:32])[CH:21]=1.[I-].C(C[P+](C)(C)C)#N.C(N(CC)C(C)C)(C)C. Product: [F:19][C:20]1[CH:25]=[CH:24][C:23]([N:26]2[CH2:31][CH2:30][N:29]([CH2:2][C:3]3[CH:12]=[N:11][C:10]4[N:9]5[CH2:13][CH2:14][CH2:15][C@H:8]5[C:7](=[O:16])[NH:6][C:5]=4[CH:4]=3)[CH2:28][CH2:27]2)=[C:22]([CH3:32])[CH:21]=1. The catalyst class is: 397. (2) Reactant: F[C:2]1[C:3]([CH3:22])=[N:4][C:5]2[C:10]([N:11]=1)=[C:9]([C:12]1[NH:20][C:19]3[CH2:18][CH2:17][NH:16][C:15](=[O:21])[C:14]=3[CH:13]=1)[CH:8]=[CH:7][CH:6]=2.Cl.Cl.[CH3:25][C:26]([NH2:35])([CH3:34])[CH2:27][N:28]1[CH2:33][CH2:32][O:31][CH2:30][CH2:29]1.CCN(C(C)C)C(C)C. Product: [CH3:34][C:26]([NH:35][C:2]1[C:3]([CH3:22])=[N:4][C:5]2[C:10]([N:11]=1)=[C:9]([C:12]1[NH:20][C:19]3[CH2:18][CH2:17][NH:16][C:15](=[O:21])[C:14]=3[CH:13]=1)[CH:8]=[CH:7][CH:6]=2)([CH3:25])[CH2:27][N:28]1[CH2:29][CH2:30][O:31][CH2:32][CH2:33]1. The catalyst class is: 197. (3) Reactant: [Cl:1][C:2]1[N:7]=[N:6][C:5]([NH:8][C:9]([NH:11][CH3:12])=[O:10])=[CH:4][C:3]=1[C:13]([F:16])([CH3:15])[CH3:14].[CH:17]([CH:19]=[O:20])=[O:18].[CH3:21][C:22]1C=CC(S(O)(=O)=O)=CC=1. Product: [Cl:1][C:2]1[N:7]=[N:6][C:5]([N:8]2[CH:17]([OH:18])[CH:19]([O:20][CH2:21][CH3:22])[N:11]([CH3:12])[C:9]2=[O:10])=[CH:4][C:3]=1[C:13]([F:16])([CH3:14])[CH3:15]. The catalyst class is: 511. (4) Product: [CH3:11][C:4]1[CH:3]=[C:2]([B:23]([OH:24])[OH:22])[CH:7]=[C:6]([CH3:8])[C:5]=1[O:9][CH3:10]. The catalyst class is: 7. Reactant: Br[C:2]1[CH:7]=[C:6]([CH3:8])[C:5]([O:9][CH3:10])=[C:4]([CH3:11])[CH:3]=1.CCCCCC.C([O:22][B:23](OCCCC)[O:24]CCCC)CCC. (5) Reactant: [BH3-]C#N.[Na+].[Si:5]([O:12][CH2:13][CH:14]([O:24][C:25]1[CH:33]=[CH:32][CH:31]=[C:30]2[C:26]=1[CH:27]=[CH:28][NH:29]2)[CH2:15][O:16][Si:17]([C:20]([CH3:23])([CH3:22])[CH3:21])([CH3:19])[CH3:18])([C:8]([CH3:11])([CH3:10])[CH3:9])([CH3:7])[CH3:6]. Product: [Si:5]([O:12][CH2:13][CH:14]([O:24][C:25]1[CH:33]=[CH:32][CH:31]=[C:30]2[C:26]=1[CH2:27][CH2:28][NH:29]2)[CH2:15][O:16][Si:17]([C:20]([CH3:23])([CH3:22])[CH3:21])([CH3:19])[CH3:18])([C:8]([CH3:9])([CH3:10])[CH3:11])([CH3:7])[CH3:6]. The catalyst class is: 15. (6) Product: [CH2:6]([O:5][CH2:4][CH2:3][CH2:2][SiH:14]([CH:16]([CH3:18])[CH3:17])[CH:11]([CH3:13])[CH3:12])[CH3:7]. The catalyst class is: 1. Reactant: Br[CH2:2][CH2:3][CH2:4][O:5][CH2:6][CH3:7].[Mg].II.[CH:11]([SiH:14]([CH:16]([CH3:18])[CH3:17])Cl)([CH3:13])[CH3:12].[Cl-].[NH4+]. (7) Reactant: C(O[C:6]([N:8](C)[C@H:9]1[CH2:14][CH2:13][C@H:12]([CH2:15][CH2:16][CH2:17][CH2:18][CH2:19][O:20][S:21]([CH3:24])(=[O:23])=[O:22])[CH2:11][CH2:10]1)=O)(C)(C)C.C(O)(C(F)(F)F)=O. Product: [CH3:6][NH:8][C@H:9]1[CH2:10][CH2:11][C@H:12]([CH2:15][CH2:16][CH2:17][CH2:18][CH2:19][O:20][S:21]([CH3:24])(=[O:23])=[O:22])[CH2:13][CH2:14]1. The catalyst class is: 2. (8) Reactant: O[CH2:2][CH2:3][CH2:4][C:5]1[C:6]([SH:11])=[N:7][CH:8]=[CH:9][CH:10]=1.C1(N=C=NC2CCCCC2)CCCCC1.[Br:27][C:28]([CH3:33])([CH3:32])[C:29]([OH:31])=[O:30]. Product: [Br:27][C:28]([CH3:33])([CH3:32])[C:29]([OH:31])=[O:30].[CH2:4]([C:5]1[C:6]([SH:11])=[N:7][CH:8]=[CH:9][CH:10]=1)[CH2:3][CH3:2]. The catalyst class is: 119. (9) Reactant: O[CH2:2][C:3]1[N:4]=[CH:5][N:6]([C:8]([C:21]2[CH:26]=[CH:25][CH:24]=[CH:23][CH:22]=2)([C:15]2[CH:20]=[CH:19][CH:18]=[CH:17][CH:16]=2)[C:9]2[CH:14]=[CH:13][CH:12]=[CH:11][CH:10]=2)[CH:7]=1.C1(P(C2C=CC=CC=2)C2C=CC=CC=2)C=CC=CC=1.[Br:46]N1C(=O)CCC1=O.C(=O)(O)[O-].[Na+]. Product: [Br:46][CH2:2][C:3]1[N:4]=[CH:5][N:6]([C:8]([C:21]2[CH:26]=[CH:25][CH:24]=[CH:23][CH:22]=2)([C:15]2[CH:20]=[CH:19][CH:18]=[CH:17][CH:16]=2)[C:9]2[CH:14]=[CH:13][CH:12]=[CH:11][CH:10]=2)[CH:7]=1. The catalyst class is: 4.